From a dataset of Experimentally validated miRNA-target interactions with 360,000+ pairs, plus equal number of negative samples. Binary Classification. Given a miRNA mature sequence and a target amino acid sequence, predict their likelihood of interaction. (1) The miRNA is hsa-miR-548o-5p with sequence AAAAGUAAUUGCGGUUUUUGCC. Result: 1 (interaction). The protein sequence of the target gene is MWPLVAALLLGSACCGSAQLLFNKTKSVEFTFCNDTVVIPCFVTNMEAQNTTEVYVKWKFKGRDIYTFDGALNKSTVPTDFSSAKIEVSQLLKGDASLKMDKSDAVSHTGNYTCEVTELTREGETIIELKYRVVSWFSPNENILIVIFPIFAILLFWGQFGIKTLKYRSGGMDEKTIALLVAGLVITVIVIVGAILFVPGEYSLKNATGLGLIVTSTGILILLHYYVFSTAIGLTSFVIAILVIQVIAYILAVVGLSLCIAACIPMHGPLLISGLSILALAQLLGLVYMKFVASNQKTIQ.... (2) The miRNA is hsa-miR-6715a-3p with sequence CCAAACCAGUCGUGCCUGUGG. The protein sequence of the target gene is MERCPSLGVTLYALVVVLGLRATPAGGQHYLHIRPAPSDNLPLVDLIEHPDPIFDPKEKDLNETLLRSLLGGHYDPGFMATSPPEDRPGGGGGAAGGAEDLAELDQLLRQRPSGAMPSEIKGLEFSEGLAQGKKQRLSKKLRRKLQMWLWSQTFCPVLYAWNDLGSRFWPRYVKVGSCFSKRSCSVPEGMVCKPSKSVHLTVLRWRCQRRGGQRCGWIPIQYPIISECKCSC. Result: 0 (no interaction). (3) The miRNA is hsa-miR-133b with sequence UUUGGUCCCCUUCAACCAGCUA. The protein sequence of the target gene is MGCCFTKRRKSEKAEGEEEQPKLYSWDQREKVDPKDYMFSGLKDETVGRLPGKVAGQQFVIQDCENCNIYIFDHSATITIDDCTNCVIFLGPVKGSVFFRNCRDCKCTLACQQFRVRDCRKLEVFLCCATQPIIESSTNIKFGCFQWYYPELAAQFKDAGLSIFNNIWSHVHDFTPVSGELNWSLLPENAVVQDYVPIPMTEEFKAVRISTEANRSIVPVSRGQRQKYSDESCLVVLFADDYTTANARKLIDEMVGKGFSLVQTKEMSMKTEDAQRVFQEKASDFLLLLNKGPVIALEFN.... Result: 0 (no interaction). (4) Result: 0 (no interaction). The protein sequence of the target gene is MEPRCPPPCGCCERLVLNVAGLRFETRARTLGRFPDTLLGDPARRGRFYDDARREYFFDRHRPSFDAVLYYYQSGGRLRRPAHVPLDVFLEEVAFYGLGAAALARLREDEGCPVPPERPLPRRAFARQLWLLFEFPESSQAARVLAVVSVLVILVSIVVFCLETLPDFRDDRDGTGLAAAAAAGPFPAPLNGSSQMPGNPPRLPFNDPFFVVETLCICWFSFELLVRLLVCPSKAIFFKNVMNLIDFVAILPYFVALGTELARQRGVGQQAMSLAILRVIRLVRVFRIFKLSRHSKGLQI.... The miRNA is hsa-miR-6837-5p with sequence ACCAGGGCCAGCAGGGAAUGU. (5) Result: 1 (interaction). The protein sequence of the target gene is MLRLVPTGARAIVDMSYARHFLDFQGSAIPQAMQKLVVTRLSPNFREAVTLSRDCPVPLPGDGDLLVRNRFVGVNASDINYSAGRYDPSVKPPFDIGFEGIGEVVALGLSASARYTVGQAVAYMAPGSFAEYTVVPASIATPVPSVKPEYLTLLVSGTTAYISLKELGGLSEGKKVLVTAAAGGTGQFAMQLSKKAKCHVIGTCSSDEKSAFLKSLGCDRPINYKTEPVGTVLKQEYPEGVDVVYESVGGAMFDLAVDALATKGRLIVIGFISGYQTPTGLSPVKAGTLPAKLLKKSASV.... The miRNA is hsa-miR-4262 with sequence GACAUUCAGACUACCUG. (6) The miRNA is hsa-miR-6877-5p with sequence AGGGCCGAAGGGUGGAAGCUGC. The protein sequence of the target gene is MATASPAADGGRGRPWEGGLVSWPPAPPLTLPWTWMGPSWGQHPGHWGFPALTEPSASPAAGLGIFEVRRVLDASGCSMLAPLQTGAARFSSYLLSRARKVLGSHLFSPCGVPEFCSISTRKLAAHGFGASMAAMVSFPPQRYHYFLVLDFEATCDKPQIHPQEIIEFPILKLNGRTMEIESTFHMYVQPVVHPQLTPFCTELTGIIQAMVDGQPSLQQVLERVDEWMAKEGLLDPNVKSIFVTCGDWDLKVMLPGQCQYLGLPVADYFKQWINLKKAYSFAMGCWPKNGLLDMNKGLSL.... Result: 0 (no interaction). (7) The miRNA is hsa-miR-514a-5p with sequence UACUCUGGAGAGUGACAAUCAUG. The protein sequence of the target gene is MVILQKGDYVWMDLKSGQEFDVPIGAVVKLCDSGQIQVVDDEDNEHWISPQNATHIKPMHPTSVHGVEDMIRLGDLNEAGILRNLLIRYRDHLIYTYTGSILVAVNPYQLLSIYSPEHIRQYTNKKIGEMPPHIFAIADNCYFNMKRNNRDQCCIISGESGAGKTESTKLILQFLAAISGQHSWIEQQVLEATPILEAFGNAKTIRNDNSSRFGKYIDIHFNKRGAIEGAKIEQYLLEKSRVCRQAPDERNYHVFYCMLEGMNEEEKKKLGLGQAADYNYLAMGNCITCEGRVDSQEYAN.... Result: 0 (no interaction). (8) The miRNA is hsa-miR-106b-5p with sequence UAAAGUGCUGACAGUGCAGAU. The protein sequence of the target gene is MAEKVNNFPPLPKFIPLKPCFYQDFEADIPPQHVSMTKRLYYLWMLNSVTLAVNLVGCLAWLIGGGGATNFGLAFLWLILFTPCSYVCWFRPIYKAFKTDSSFSFMAFFFTFMAQLVISIIQAVGIPGWGVCGWIATISFFGTNIGSAVVMLIPTVMFTVMAVFSFIALSMVHKFYRGSGGSFSKAQEEWTTGAWKNPHVQQAAQNAAMGAAQGAMNQPQTQYSATPNYTYSNEM. Result: 1 (interaction). (9) The miRNA is mmu-miR-1946a with sequence AGCCGGGCAGUGGUGGCACACACUUUU. The protein sequence of the target gene is MGDAKEAGAEGPPAGAAARGGLSLLSQGESEESSAQGSALFLGGNEVKSRAVVKYSSAPPRTAFARLEEKTDLKLPPANWLRESAKLGPAGTTILGNSKKSKPFSSFGMAYDFIDSVGNDVDVVSDSENIKKLLKIPYSKSHVSMAVHRIGRTLLLDELDIQELFMRSSQTGDWTWLKEFYQRLIDQKWQRKKKSKEHWYQKAILSKFLYYSINGDGAAQPVSSTAEQQESSSSDQTNDSEGASWPAPFEMPSSVSEDPSASSQGSEPLEPSYIVGHVASAPKEQNLITLFNDGEHSQGL.... Result: 0 (no interaction).